This data is from Reaction yield outcomes from USPTO patents with 853,638 reactions. The task is: Predict the reaction yield, written as a fraction of the theoretical maximum amount of product (1.0 means a 100% yield; for example, 0.34 means a 34% yield). (1) The reactants are [CH2:1]1[CH2:6][C@H:5]([C:7]([OH:9])=[O:8])[CH2:4][CH2:3][C@H:2]1[CH2:10][NH2:11].[CH3:12][CH:13]([CH3:33])[CH2:14][C:15]([O:17][CH:18]([O:22][C:23](ON1C(=O)CCC1=O)=[O:24])[CH2:19][CH2:20][CH3:21])=[O:16]. The catalyst is CC(OC)(C)C.CC(C)=O.O. The product is [CH3:33][CH:13]([CH3:12])[CH2:14][C:15]([O:17][CH:18]([O:22][C:23]([NH:11][CH2:10][C@H:2]1[CH2:3][CH2:4][C@H:5]([C:7]([OH:9])=[O:8])[CH2:6][CH2:1]1)=[O:24])[CH2:19][CH2:20][CH3:21])=[O:16]. The yield is 0.150. (2) The reactants are [NH2:1][C:2]1[CH:3]=[CH:4][CH:5]=[C:6]2[C:11]=1[CH:10]=[C:9]([OH:12])[CH:8]=[CH:7]2.[C:13]([O:17][C:18](O[C:18]([O:17][C:13]([CH3:16])([CH3:15])[CH3:14])=[O:19])=[O:19])([CH3:16])([CH3:15])[CH3:14]. The catalyst is O1CCCC1. The product is [C:13]([O:17][C:18](=[O:19])[NH:1][C:2]1[C:11]2[C:6](=[CH:7][CH:8]=[C:9]([OH:12])[CH:10]=2)[CH:5]=[CH:4][CH:3]=1)([CH3:16])([CH3:15])[CH3:14]. The yield is 0.790. (3) The reactants are [N+:1]([C:4]1[CH:5]=[C:6]([CH:9]=[CH:10][CH:11]=1)[CH:7]=O)([O-:3])=[O:2].[Br-].[Br:13][CH2:14][CH2:15][CH2:16][CH2:17][P+](C1C=CC=CC=1)(C1C=CC=CC=1)C1C=CC=CC=1.[OH-].[Na+]. The catalyst is O.C1COCC1. The product is [Br:13][CH2:14][CH2:15][CH2:16][CH:17]=[CH:7][C:6]1[CH:9]=[CH:10][CH:11]=[C:4]([N+:1]([O-:3])=[O:2])[CH:5]=1. The yield is 0.225. (4) The reactants are [C:1]([O:5][C:6]([N:8]1[CH2:13][CH2:12][C:11]([CH3:24])([C:14]([O:16]CC2C=CC=CC=2)=[O:15])[CH2:10][CH2:9]1)=[O:7])([CH3:4])([CH3:3])[CH3:2]. The catalyst is CO.[Pd]. The product is [C:1]([O:5][C:6]([N:8]1[CH2:13][CH2:12][C:11]([CH3:24])([C:14]([OH:16])=[O:15])[CH2:10][CH2:9]1)=[O:7])([CH3:4])([CH3:2])[CH3:3]. The yield is 0.940. (5) The reactants are [CH3:1][S:2]([N:5]1[CH2:10][CH2:9][CH:8]([C:11]2[S:12][C:13]([C:16]3[CH:22]=[CH:21][C:19]([NH2:20])=[CH:18][CH:17]=3)=[CH:14][N:15]=2)[CH2:7][CH2:6]1)(=[O:4])=[O:3].[F:23][C:24]1[CH:29]=[C:28]([F:30])[CH:27]=[C:26]([F:31])[C:25]=1[N:32]=[C:33]=[O:34]. No catalyst specified. The product is [CH3:1][S:2]([N:5]1[CH2:10][CH2:9][CH:8]([C:11]2[S:12][C:13]([C:16]3[CH:17]=[CH:18][C:19]([NH:20][C:33]([NH:32][C:25]4[C:26]([F:31])=[CH:27][C:28]([F:30])=[CH:29][C:24]=4[F:23])=[O:34])=[CH:21][CH:22]=3)=[CH:14][N:15]=2)[CH2:7][CH2:6]1)(=[O:4])=[O:3]. The yield is 0.780. (6) The reactants are [C:1]([NH:4][C:5]1[CH:10]=[CH:9][CH:8]=[CH:7][CH:6]=1)(=S)[CH3:2].[C:11]([NH:19][NH2:20])(=O)[C:12]1[CH:17]=[CH:16][CH:15]=[CH:14][CH:13]=1.C(O)CCC. The catalyst is O. The product is [CH3:2][C:1]1[N:4]([C:5]2[CH:10]=[CH:9][CH:8]=[CH:7][CH:6]=2)[C:11]([C:12]2[CH:17]=[CH:16][CH:15]=[CH:14][CH:13]=2)=[N:19][N:20]=1. The yield is 0.180. (7) The reactants are CCN=C=NCCCN(C)C.[CH3:12][N:13]1[C:21]2[C:16](=[CH:17][CH:18]=[CH:19][CH:20]=2)[CH:15]=[C:14]1[C:22]([OH:24])=O.Cl.[CH3:26][O:27][C:28](=[O:31])[CH2:29][NH2:30].CCOCC. The catalyst is CN(C1C=CN=CC=1)C.C(Cl)Cl. The product is [CH3:12][N:13]1[C:21]2[C:16](=[CH:17][CH:18]=[CH:19][CH:20]=2)[CH:15]=[C:14]1[C:22]([NH:30][CH2:29][C:28]([O:27][CH3:26])=[O:31])=[O:24]. The yield is 0.700.